Task: Regression. Given two drug SMILES strings and cell line genomic features, predict the synergy score measuring deviation from expected non-interaction effect.. Dataset: NCI-60 drug combinations with 297,098 pairs across 59 cell lines (1) Drug 1: CS(=O)(=O)OCCCCOS(=O)(=O)C. Drug 2: CC1C(C(CC(O1)OC2CC(CC3=C2C(=C4C(=C3O)C(=O)C5=CC=CC=C5C4=O)O)(C(=O)C)O)N)O. Cell line: CAKI-1. Synergy scores: CSS=31.4, Synergy_ZIP=2.65, Synergy_Bliss=-3.13, Synergy_Loewe=-42.3, Synergy_HSA=-4.21. (2) Drug 1: C1=CC(=C2C(=C1NCCNCCO)C(=O)C3=C(C=CC(=C3C2=O)O)O)NCCNCCO. Drug 2: C1CN(P(=O)(OC1)NCCCl)CCCl. Cell line: U251. Synergy scores: CSS=42.5, Synergy_ZIP=-0.421, Synergy_Bliss=-2.17, Synergy_Loewe=-40.8, Synergy_HSA=-1.68. (3) Drug 1: CC=C1C(=O)NC(C(=O)OC2CC(=O)NC(C(=O)NC(CSSCCC=C2)C(=O)N1)C(C)C)C(C)C. Drug 2: C1=NC(=NC(=O)N1C2C(C(C(O2)CO)O)O)N. Cell line: SN12C. Synergy scores: CSS=39.7, Synergy_ZIP=-1.83, Synergy_Bliss=-0.404, Synergy_Loewe=-45.3, Synergy_HSA=-0.179. (4) Drug 1: C1=NC2=C(N1)C(=S)N=C(N2)N. Drug 2: CNC(=O)C1=NC=CC(=C1)OC2=CC=C(C=C2)NC(=O)NC3=CC(=C(C=C3)Cl)C(F)(F)F. Cell line: HCC-2998. Synergy scores: CSS=30.8, Synergy_ZIP=1.07, Synergy_Bliss=1.35, Synergy_Loewe=-8.76, Synergy_HSA=-0.676. (5) Drug 1: CCCS(=O)(=O)NC1=C(C(=C(C=C1)F)C(=O)C2=CNC3=C2C=C(C=N3)C4=CC=C(C=C4)Cl)F. Drug 2: CC1CCC2CC(C(=CC=CC=CC(CC(C(=O)C(C(C(=CC(C(=O)CC(OC(=O)C3CCCCN3C(=O)C(=O)C1(O2)O)C(C)CC4CCC(C(C4)OC)O)C)C)O)OC)C)C)C)OC. Cell line: HOP-62. Synergy scores: CSS=28.6, Synergy_ZIP=10.4, Synergy_Bliss=10.7, Synergy_Loewe=-29.5, Synergy_HSA=10.3.